From a dataset of Catalyst prediction with 721,799 reactions and 888 catalyst types from USPTO. Predict which catalyst facilitates the given reaction. (1) Reactant: [Br:1][C:2]1[C:3]([F:41])=[C:4]([CH:8]2[C:12]3([C:16]4=[N:17][CH:18]=[C:19]([Cl:21])[CH:20]=[C:15]4[NH:14][C:13]3=[O:22])[CH:11]([CH2:23][C:24]([CH3:27])([CH3:26])[CH3:25])[NH:10][CH:9]2[C:28]([NH:30][C:31]2[CH:36]=[CH:35][C:34]([C:37]#[N:38])=[CH:33][C:32]=2[O:39][CH3:40])=[O:29])[CH:5]=[CH:6][CH:7]=1.[OH:42]O.[OH-].[Na+]. Product: [Br:1][C:2]1[C:3]([F:41])=[C:4]([CH:8]2[C:12]3([C:16]4=[N:17][CH:18]=[C:19]([Cl:21])[CH:20]=[C:15]4[NH:14][C:13]3=[O:22])[CH:11]([CH2:23][C:24]([CH3:27])([CH3:25])[CH3:26])[NH:10][CH:9]2[C:28]([NH:30][C:31]2[CH:36]=[CH:35][C:34]([C:37](=[O:42])[NH2:38])=[CH:33][C:32]=2[O:39][CH3:40])=[O:29])[CH:5]=[CH:6][CH:7]=1. The catalyst class is: 16. (2) Reactant: Cl[C:2]1[C:11]2[C:6](=[CH:7][CH:8]=[C:9]([F:12])[CH:10]=2)[N:5]=[C:4]([C:13]2[CH:14]=[N:15][CH:16]=[CH:17][CH:18]=2)[C:3]=1[CH3:19].[O:20]1[CH2:25][CH2:24][N:23]([C:26]2[CH:32]=[CH:31][C:30]([N:33]3[CH2:38][CH2:37][O:36][CH2:35][CH2:34]3)=[CH:29][C:27]=2[NH2:28])[CH2:22][CH2:21]1.Cl.O1CCOCC1. Product: [N:23]1([C:26]2[CH:32]=[CH:31][C:30]([N:33]3[CH2:34][CH2:35][O:36][CH2:37][CH2:38]3)=[CH:29][C:27]=2[NH:28][C:2]2[C:11]3[C:6](=[CH:7][CH:8]=[C:9]([F:12])[CH:10]=3)[N:5]=[C:4]([C:13]3[CH:14]=[N:15][CH:16]=[CH:17][CH:18]=3)[C:3]=2[CH3:19])[CH2:24][CH2:25][O:20][CH2:21][CH2:22]1. The catalyst class is: 5. (3) Reactant: [OH:1][C:2]1[CH:9]=[CH:8][C:5]([CH:6]=[O:7])=[CH:4][CH:3]=1.[CH3:10][C:11]1[O:15][C:14]([C:16]2[CH:21]=[CH:20][CH:19]=[CH:18][CH:17]=2)=[N:13][C:12]=1[CH2:22][CH2:23]O.C1(P(C2C=CC=CC=2)C2C=CC=CC=2)C=CC=CC=1.N(C(OCC)=O)=NC(OCC)=O. Product: [CH3:10][C:11]1[O:15][C:14]([C:16]2[CH:17]=[CH:18][CH:19]=[CH:20][CH:21]=2)=[N:13][C:12]=1[CH2:22][CH2:23][O:1][C:2]1[CH:9]=[CH:8][C:5]([CH:6]=[O:7])=[CH:4][CH:3]=1. The catalyst class is: 30. (4) Reactant: [F:1][CH2:2][C:3]([C:7]1[CH:11]=[C:10]([NH2:12])[O:9][N:8]=1)([CH3:6])[CH2:4][F:5].Cl[C:14]([O:16][C:17]1[CH:22]=[CH:21][CH:20]=[CH:19][CH:18]=1)=[O:15].C([O-])([O-])=O.[K+].[K+]. Product: [F:1][CH2:2][C:3]([C:7]1[CH:11]=[C:10]([NH:12][C:14](=[O:15])[O:16][C:17]2[CH:22]=[CH:21][CH:20]=[CH:19][CH:18]=2)[O:9][N:8]=1)([CH3:6])[CH2:4][F:5]. The catalyst class is: 1. (5) Product: [Br:33][C:34]1[CH:41]=[CH:40][C:37](/[CH:38]=[CH:7]/[CH2:6][CH2:5][C:2]([OH:4])=[O:3])=[CH:36][C:35]=1[F:42]. Reactant: [Br-].[C:2]([CH2:5][CH2:6][CH2:7][P+](C1C=CC=CC=1)(C1C=CC=CC=1)C1C=CC=CC=1)([OH:4])=[O:3].CC([O-])(C)C.[K+].[Br:33][C:34]1[CH:41]=[CH:40][C:37]([CH:38]=O)=[CH:36][C:35]=1[F:42]. The catalyst class is: 16. (6) Reactant: [Na+].[C:2]([C:4]1[CH:5]=[C:6]([CH:12]=[CH:13][CH:14]=1)[CH2:7][S:8]([O-])(=[O:10])=[O:9])#[N:3].P(Cl)(Cl)(Cl)(Cl)[Cl:16]. Product: [C:2]([C:4]1[CH:5]=[C:6]([CH:12]=[CH:13][CH:14]=1)[CH2:7][S:8]([Cl:16])(=[O:10])=[O:9])#[N:3]. The catalyst class is: 286.